From a dataset of Full USPTO retrosynthesis dataset with 1.9M reactions from patents (1976-2016). Predict the reactants needed to synthesize the given product. (1) Given the product [Br:14][C:11]1[CH:12]=[CH:13][C:8]([C@@H:6]([NH:5][C:3](=[O:4])[CH2:2][C@@:18]([OH:19])([C:20]2[CH:25]=[CH:24][CH:23]=[CH:22][CH:21]=2)[CH2:17][C:16]([OH:27])([CH3:26])[CH3:15])[CH3:7])=[CH:9][CH:10]=1, predict the reactants needed to synthesize it. The reactants are: Br[CH2:2][C:3]([NH:5][C@H:6]([C:8]1[CH:13]=[CH:12][C:11]([Br:14])=[CH:10][CH:9]=1)[CH3:7])=[O:4].[CH3:15][C:16]([O:27][Si](C)(C)C)([CH3:26])[CH2:17][C:18]([C:20]1[CH:25]=[CH:24][CH:23]=[CH:22][CH:21]=1)=[O:19].C([Zn]CC)C.Cl. (2) Given the product [C:14]([O:18][C:19]([N:21]1[CH2:26][CH2:25][C:24]2[CH:27]=[C:28]([N:10]3[CH2:11][CH2:12][N:8]([C:3]4[CH:4]=[N:5][CH:6]=[CH:7][C:2]=4[CH3:1])[C:9]3=[O:13])[S:29][C:23]=2[CH2:22]1)=[O:20])([CH3:17])([CH3:15])[CH3:16], predict the reactants needed to synthesize it. The reactants are: [CH3:1][C:2]1[CH:7]=[CH:6][N:5]=[CH:4][C:3]=1[N:8]1[CH2:12][CH2:11][NH:10][C:9]1=[O:13].[C:14]([O:18][C:19]([N:21]1[CH2:26][CH2:25][C:24]2[CH:27]=[C:28](Br)[S:29][C:23]=2[CH2:22]1)=[O:20])([CH3:17])([CH3:16])[CH3:15].N[C@@H]1CCCC[C@H]1N.P([O-])([O-])([O-])=O.[K+].[K+].[K+]. (3) The reactants are: [Br:1][C:2]1[CH:7]=[CH:6][C:5](B(O)O)=[CH:4][CH:3]=1.[N-:11]=[N+:12]=[N-:13].[Na+]. Given the product [N:11]([C:5]1[CH:6]=[CH:7][C:2]([Br:1])=[CH:3][CH:4]=1)=[N+:12]=[N-:13], predict the reactants needed to synthesize it. (4) The reactants are: Cl[CH2:2][C:3]([N:5]1[CH2:10][CH2:9][CH:8]([O:11][C:12]2[CH:13]=[N:14][C:15]([N:18]3[C:26]4[C:21](=[CH:22][C:23]([S:27]([CH3:30])(=[O:29])=[O:28])=[CH:24][CH:25]=4)[CH:20]=[CH:19]3)=[CH:16][CH:17]=2)[CH2:7][CH2:6]1)=[O:4].[NH:31]1[CH2:36][CH2:35][CH2:34][CH2:33][CH2:32]1. Given the product [CH3:30][S:27]([C:23]1[CH:22]=[C:21]2[C:26](=[CH:25][CH:24]=1)[N:18]([C:15]1[N:14]=[CH:13][C:12]([O:11][CH:8]3[CH2:9][CH2:10][N:5]([C:3](=[O:4])[CH2:2][N:31]4[CH2:36][CH2:35][CH2:34][CH2:33][CH2:32]4)[CH2:6][CH2:7]3)=[CH:17][CH:16]=1)[CH:19]=[CH:20]2)(=[O:28])=[O:29], predict the reactants needed to synthesize it. (5) The reactants are: [C:1]([O:5][C:6]([N:8]1[CH2:13][CH2:12][C:11](=O)[CH2:10][CH2:9]1)=[O:7])([CH3:4])([CH3:3])[CH3:2].[C:15]([C:19]1[CH:25]=[CH:24][CH:23]=[CH:22][C:20]=1[NH2:21])([CH3:18])([CH3:17])[CH3:16].C(O)(=O)C.C(O[BH-](OC(=O)C)OC(=O)C)(=O)C.[Na+].C(=O)(O)[O-].[Na+]. Given the product [C:1]([O:5][C:6]([N:8]1[CH2:13][CH2:12][CH:11]([NH:21][C:20]2[CH:22]=[CH:23][CH:24]=[CH:25][C:19]=2[C:15]([CH3:18])([CH3:17])[CH3:16])[CH2:10][CH2:9]1)=[O:7])([CH3:4])([CH3:3])[CH3:2], predict the reactants needed to synthesize it.